Dataset: Acute oral toxicity (LD50) regression data from Zhu et al.. Task: Regression/Classification. Given a drug SMILES string, predict its toxicity properties. Task type varies by dataset: regression for continuous values (e.g., LD50, hERG inhibition percentage) or binary classification for toxic/non-toxic outcomes (e.g., AMES mutagenicity, cardiotoxicity, hepatotoxicity). Dataset: ld50_zhu. (1) The rat oral LD50 is 2.16, given as -log10 of the dose in mol/kg body weight (higher means more acutely toxic). The drug is Clc1cc(Cl)c(Cl)cc1Cl. (2) The drug is C=CCOC(=O)CC1CCCCC1. The rat oral LD50 is 2.31, given as -log10 of the dose in mol/kg body weight (higher means more acutely toxic). (3) The molecule is Cc1cc2nc(C(F)(F)F)[nH]c2cc1Br. The rat oral LD50 is 3.56, given as -log10 of the dose in mol/kg body weight (higher means more acutely toxic). (4) The drug is OCc1cccc(Oc2ccccc2)c1. The rat oral LD50 is 2.13, given as -log10 of the dose in mol/kg body weight (higher means more acutely toxic). (5) The molecule is CN(C)CCCCCCN(C)C. The rat oral LD50 is 2.86, given as -log10 of the dose in mol/kg body weight (higher means more acutely toxic). (6) The drug is CCCS(=O)(=O)c1c(Cl)cnc(Cl)c1Cl. The rat oral LD50 is 2.42, given as -log10 of the dose in mol/kg body weight (higher means more acutely toxic). (7) The compound is CCOCN(C(=O)CO)c1c(C)cccc1CC. The rat oral LD50 is 2.02, given as -log10 of the dose in mol/kg body weight (higher means more acutely toxic). (8) The compound is CN1C(=O)CN=C(c2ccccc2F)c2cc([N+](=O)[O-])ccc21. The rat oral LD50 is 2.88, given as -log10 of the dose in mol/kg body weight (higher means more acutely toxic).